Dataset: Retrosynthesis with 50K atom-mapped reactions and 10 reaction types from USPTO. Task: Predict the reactants needed to synthesize the given product. (1) Given the product N[C@@H]1CC[C@@H](c2cccc(F)c2F)Cn2c(CC(F)(F)F)nnc21, predict the reactants needed to synthesize it. The reactants are: CC(C)(C)OC(=O)N[C@@H]1CC[C@@H](c2cccc(F)c2F)Cn2c(CC(F)(F)F)nnc21. (2) Given the product COc1cc(NC(=O)C(=O)c2c(C)n(Cc3ccc(Cl)cc3)c3ccc(CN(C)C)cc23)ccn1, predict the reactants needed to synthesize it. The reactants are: CNC.COc1cc(NC(=O)C(=O)c2c(C)n(Cc3ccc(Cl)cc3)c3ccc(C=O)cc23)ccn1. (3) Given the product CO[C@@H](Cc1ccc(OCCCOc2ccc(OCC(F)(F)C(F)F)cc2)cc1)C(=O)O, predict the reactants needed to synthesize it. The reactants are: CCOC(=O)[C@H](Cc1ccc(OCCCOc2ccc(OCC(F)(F)C(F)F)cc2)cc1)OC. (4) Given the product O=C(NC1CC1)c1ccc(F)c(OCc2cnc(Nc3ccccn3)s2)c1, predict the reactants needed to synthesize it. The reactants are: ClCc1cnc(Nc2ccccn2)s1.O=C(NC1CC1)c1ccc(F)c(O)c1. (5) Given the product CC(C)(C)OC(=O)NCCNC(=O)C=Cc1cc2ccc(O)cc2oc1=O, predict the reactants needed to synthesize it. The reactants are: CC(C)(C)OC(=O)NCCN.O=C(O)C=Cc1cc2ccc(O)cc2oc1=O. (6) Given the product C[C@@H](NCc1ccc(C#CCCO)cc1)c1cccc2ccccc12, predict the reactants needed to synthesize it. The reactants are: C[C@@H](N)c1cccc2ccccc12.O=Cc1ccc(C#CCCO)cc1. (7) The reactants are: CC(C)n1ncc2c(=O)[nH]c([C@@H]3CNC[C@H]3C)nc21.O=Cc1ccnc2nccnc12. Given the product CC(C)n1ncc2c(=O)[nH]c([C@@H]3CN(Cc4ccnc5nccnc45)C[C@H]3C)nc21, predict the reactants needed to synthesize it. (8) Given the product CC(C)(C)OC(=O)N1CCC2(CC1)CC(C(N)=O)C2, predict the reactants needed to synthesize it. The reactants are: CC(C)(C)OC(=O)N1CCC2(CC1)CC(C(=O)O)C2.CN(C)C(On1nnc2cccnc21)=[N+](C)C.